From a dataset of Full USPTO retrosynthesis dataset with 1.9M reactions from patents (1976-2016). Predict the reactants needed to synthesize the given product. (1) Given the product [CH2:19]([O:26][C:27](=[O:56])[NH:28][C@H:29]([C:33]([N:35]1[CH2:40][CH2:39][CH:38]([O:41][C:42]2[CH:47]=[CH:46][C:45]([F:48])=[CH:44][C:43]=2[C:49]2[O:50][C:53]([CH3:54])=[N:52][N:51]=2)[CH2:37][CH2:36]1)=[O:34])[CH:30]([CH3:32])[CH3:31])[C:20]1[CH:25]=[CH:24][CH:23]=[CH:22][CH:21]=1, predict the reactants needed to synthesize it. The reactants are: C1(C)C=CC(S(Cl)(=O)=O)=CC=1.C(N(CC)CC)C.[CH2:19]([O:26][C:27](=[O:56])[NH:28][C@H:29]([C:33]([N:35]1[CH2:40][CH2:39][CH:38]([O:41][C:42]2[CH:47]=[CH:46][C:45]([F:48])=[CH:44][C:43]=2[C:49]([NH:51][NH:52][C:53](=O)[CH3:54])=[O:50])[CH2:37][CH2:36]1)=[O:34])[CH:30]([CH3:32])[CH3:31])[C:20]1[CH:25]=[CH:24][CH:23]=[CH:22][CH:21]=1.Cl. (2) Given the product [C:33]([O:37][C:38]([N:40]1[CH2:45][CH2:44][N:43]([CH2:46][C:47]2[CH:52]=[CH:51][CH:50]=[C:49]([C:53](=[S:15])[N:54]([CH3:56])[CH3:55])[CH:48]=2)[CH2:42][CH2:41]1)=[O:39])([CH3:36])([CH3:35])[CH3:34], predict the reactants needed to synthesize it. The reactants are: O(C1C=CC(P2(=S)SP(=S)(C3C=CC(OC4C=CC=CC=4)=CC=3)[S:15]2)=CC=1)C1C=CC=CC=1.[C:33]([O:37][C:38]([N:40]1[CH2:45][CH2:44][N:43]([CH2:46][C:47]2[CH:52]=[CH:51][CH:50]=[C:49]([C:53](=O)[N:54]([CH3:56])[CH3:55])[CH:48]=2)[CH2:42][CH2:41]1)=[O:39])([CH3:36])([CH3:35])[CH3:34]. (3) Given the product [Br:1][C:2]1[C:3]([F:11])=[CH:4][C:5]([O:9][CH3:10])=[C:6]([NH:7][NH2:12])[CH:8]=1, predict the reactants needed to synthesize it. The reactants are: [Br:1][C:2]1[C:3]([F:11])=[CH:4][C:5]([O:9][CH3:10])=[C:6]([CH:8]=1)[NH2:7].[N:12]([O-])=O.[Na+].O.O.[Sn](Cl)Cl.[OH-].[Na+]. (4) Given the product [OH:26][C@@H:27]1[CH2:28][C:29](=[O:31])[O:30][C@H:70](/[CH:71]=[CH:72]/[CH2:73][CH2:74][S:75][C:76]([C:83]2[CH:88]=[CH:87][CH:86]=[CH:85][CH:84]=2)([C:89]2[CH:90]=[CH:91][CH:92]=[CH:93][CH:94]=2)[C:77]2[CH:82]=[CH:81][CH:80]=[CH:79][CH:78]=2)[CH2:69][C:68](=[O:96])[NH:67][C@H:62]([CH2:63][CH:64]([CH3:65])[CH3:66])[C:61](=[O:97])[NH:60][C@H:38]([CH2:39][S:40][C:41]([C:54]2[CH:59]=[CH:58][CH:57]=[CH:56][CH:55]=2)([C:42]2[CH:47]=[CH:46][CH:45]=[CH:44][CH:43]=2)[C:48]2[CH:49]=[CH:50][CH:51]=[CH:52][CH:53]=2)[C:37](=[O:98])[NH:36][C@@H:32]1[CH:33]([CH3:34])[CH3:35], predict the reactants needed to synthesize it. The reactants are: CC1C=CC=C([N+]([O-])=O)C=1C(OC(=O)C1C([N+]([O-])=O)=CC=CC=1C)=O.[OH:26][C@H:27]([C@H:32]([NH:36][C:37](=[O:98])[C@H:38]([NH:60][C:61](=[O:97])[C@H:62]([NH:67][C:68](=[O:96])[CH2:69][C@@H:70](O)/[CH:71]=[CH:72]/[CH2:73][CH2:74][S:75][C:76]([C:89]1[CH:94]=[CH:93][CH:92]=[CH:91][CH:90]=1)([C:83]1[CH:88]=[CH:87][CH:86]=[CH:85][CH:84]=1)[C:77]1[CH:82]=[CH:81][CH:80]=[CH:79][CH:78]=1)[CH2:63][CH:64]([CH3:66])[CH3:65])[CH2:39][S:40][C:41]([C:54]1[CH:59]=[CH:58][CH:57]=[CH:56][CH:55]=1)([C:48]1[CH:53]=[CH:52][CH:51]=[CH:50][CH:49]=1)[C:42]1[CH:47]=[CH:46][CH:45]=[CH:44][CH:43]=1)[CH:33]([CH3:35])[CH3:34])[CH2:28][C:29]([OH:31])=[O:30].